From a dataset of Full USPTO retrosynthesis dataset with 1.9M reactions from patents (1976-2016). Predict the reactants needed to synthesize the given product. The reactants are: N.[N+:2]([C:5]1[C:6](=[O:12])[NH:7][C:8](=[O:11])[NH:9][CH:10]=1)([O-])=O. Given the product [NH2:2][C:5]1[C:6](=[O:12])[NH:7][C:8](=[O:11])[NH:9][CH:10]=1, predict the reactants needed to synthesize it.